This data is from Catalyst prediction with 721,799 reactions and 888 catalyst types from USPTO. The task is: Predict which catalyst facilitates the given reaction. Reactant: [CH3:1][N:2]1[CH:6]=[N:5][N:4]=[N:3]1.CC([Mg]Cl)C.CON(C)[C:15](=[O:27])[C:16]1[CH:21]=[CH:20][C:19]([CH3:22])=[C:18]([C:23]([F:26])([F:25])[F:24])[CH:17]=1.Cl. Product: [CH3:1][N:2]1[C:6]([C:15]([C:16]2[CH:21]=[CH:20][C:19]([CH3:22])=[C:18]([C:23]([F:24])([F:26])[F:25])[CH:17]=2)=[O:27])=[N:5][N:4]=[N:3]1. The catalyst class is: 30.